From a dataset of Full USPTO retrosynthesis dataset with 1.9M reactions from patents (1976-2016). Predict the reactants needed to synthesize the given product. (1) Given the product [CH2:1]([O:3][C:4](=[O:17])[C:5]1[CH:6]=[C:7]([O:14][CH2:15][CH3:16])[C:8]([O:11][CH2:12][CH3:13])=[CH:9][C:10]=1[N+:18]([O-:20])=[O:19])[CH3:2], predict the reactants needed to synthesize it. The reactants are: [CH2:1]([O:3][C:4](=[O:17])[C:5]1[CH:10]=[CH:9][C:8]([O:11][CH2:12][CH3:13])=[C:7]([O:14][CH2:15][CH3:16])[CH:6]=1)[CH3:2].[N+:18]([O-])([OH:20])=[O:19].O. (2) Given the product [Cl:24][C:16]1[C:17]([Cl:23])=[CH:18][C:19]2[C:20]3[CH2:21][CH2:22][NH:9][CH2:10][CH2:11][C:12]=3[NH:13][C:14]=2[CH:15]=1, predict the reactants needed to synthesize it. The reactants are: C([N:9]1[CH2:22][CH2:21][C:20]2[C:19]3[CH:18]=[C:17]([Cl:23])[C:16]([Cl:24])=[CH:15][C:14]=3[NH:13][C:12]=2[CH2:11][CH2:10]1)(=O)C1C=CC=CC=1.[OH-].[K+].C(O)CO. (3) The reactants are: Br[C:2]1[CH:11]=[CH:10][C:9]2[C:4](=[N:5][C:6](Br)=[CH:7][CH:8]=2)[N:3]=1.[CH3:13][O:14][C:15]([C:17]1[CH:18]=[C:19](B(O)O)[CH:20]=[CH:21][CH:22]=1)=[O:16].[F-].[Cs+]. Given the product [N:3]1[C:4]2[C:9](=[CH:8][CH:7]=[C:6]([C:21]3[CH:22]=[C:17]([CH:18]=[CH:19][CH:20]=3)[C:15]([O:14][CH3:13])=[O:16])[N:5]=2)[CH:10]=[CH:11][C:2]=1[C:21]1[CH:22]=[C:17]([CH:18]=[CH:19][CH:20]=1)[C:15]([O:14][CH3:13])=[O:16], predict the reactants needed to synthesize it. (4) Given the product [CH3:18][C:16]([CH3:19])([S:20]([NH:22][CH:23]([C:2]1[C:7]([O:8][CH3:9])=[CH:6][CH:5]=[CH:4][C:3]=1[F:10])[CH2:24][CH:25]([CH3:31])[C:26]([O:28][CH2:29][CH3:30])=[O:27])=[O:21])[CH3:17], predict the reactants needed to synthesize it. The reactants are: Br[C:2]1[C:7]([O:8][CH3:9])=[CH:6][CH:5]=[CH:4][C:3]=1[F:10].[Li]CCCC.[C:16]([S:20]([N:22]=[CH:23][CH2:24][CH:25]([CH3:31])[C:26]([O:28][CH2:29][CH3:30])=[O:27])=[O:21])([CH3:19])([CH3:18])[CH3:17].[NH4+].[Cl-]. (5) Given the product [Cl:12][C:7]1[C:8]([O:10][CH3:11])=[CH:9][C:2]([OH:1])=[C:3]([CH:6]=1)[CH:4]=[O:5], predict the reactants needed to synthesize it. The reactants are: [OH:1][C:2]1[CH:9]=[C:8]([O:10][CH3:11])[CH:7]=[CH:6][C:3]=1[CH:4]=[O:5].[Cl:12]N1C(=O)CCC1=O.Cl. (6) Given the product [CH3:26][N:27]([CH2:28][CH2:29][CH2:30][S:31]([CH2:34][CH2:35][C:36]([F:38])([F:39])[F:37])(=[O:33])=[O:32])[CH2:2][CH2:3][CH2:4][CH2:5][CH2:6][CH2:7][C:8]1[C:14]2[CH:15]=[CH:16][C:17]([OH:19])=[CH:18][C:13]=2[CH2:12][CH2:11][CH2:10][C:9]=1[C:20]1[CH:25]=[CH:24][CH:23]=[CH:22][CH:21]=1, predict the reactants needed to synthesize it. The reactants are: Br[CH2:2][CH2:3][CH2:4][CH2:5][CH2:6][CH2:7][C:8]1[C:14]2[CH:15]=[CH:16][C:17]([OH:19])=[CH:18][C:13]=2[CH2:12][CH2:11][CH2:10][C:9]=1[C:20]1[CH:25]=[CH:24][CH:23]=[CH:22][CH:21]=1.[CH3:26][NH:27][CH2:28][CH2:29][CH2:30][S:31]([CH2:34][CH2:35][C:36]([F:39])([F:38])[F:37])(=[O:33])=[O:32]. (7) Given the product [I:43][C:44]1[CH:50]=[CH:49][C:47]([NH:48][CH2:15][C:17]2[CH:22]=[CH:21][C:20]([C:23]([F:25])([F:24])[F:26])=[CH:19][C:18]=2[C:27]2[CH:28]=[CH:29][C:30]([C:33]([NH:35][CH2:36][CH2:37][C:38]([O:40][CH2:41][CH3:42])=[O:39])=[O:34])=[N:31][CH:32]=2)=[CH:46][CH:45]=1, predict the reactants needed to synthesize it. The reactants are: [BH-](OC(C)=O)(OC(C)=O)OC(C)=O.[Na+].[CH:15]([C:17]1[CH:22]=[CH:21][C:20]([C:23]([F:26])([F:25])[F:24])=[CH:19][C:18]=1[C:27]1[CH:28]=[CH:29][C:30]([C:33]([NH:35][CH2:36][CH2:37][C:38]([O:40][CH2:41][CH3:42])=[O:39])=[O:34])=[N:31][CH:32]=1)=O.[I:43][C:44]1[CH:50]=[CH:49][C:47]([NH2:48])=[CH:46][CH:45]=1.CC(O)=O. (8) Given the product [Br:1][CH2:2][C@@H:3]([C:5]1[C:14]2[C:9](=[C:10]([F:17])[CH:11]=[C:12]([O:15][CH3:16])[CH:13]=2)[N:8]=[CH:7][CH:6]=1)[OH:4], predict the reactants needed to synthesize it. The reactants are: [Br:1][CH2:2][C:3]([C:5]1[C:14]2[C:9](=[C:10]([F:17])[CH:11]=[C:12]([O:15][CH3:16])[CH:13]=2)[N:8]=[CH:7][CH:6]=1)=[O:4].B(Cl)([C@@H]1[C@@H](C)[C@@H]2C(C)(C)[C@@H](C2)C1)[C@@H]1[C@@H](C)[C@@H]2C(C)(C)[C@@H](C2)C1.N(CCO)CCO. (9) Given the product [Cl:31][C:32]1[N:37]=[C:36]([O:1][C:2]2[CH:30]=[CH:29][CH:28]=[CH:27][C:3]=2[CH2:4][NH:5][C:6]([NH:8][C:9]2[N:13]([C:14]3[CH:19]=[CH:18][C:17]([O:20][CH3:21])=[C:16]([CH3:22])[CH:15]=3)[N:12]=[C:11]([C:23]([CH3:26])([CH3:24])[CH3:25])[CH:10]=2)=[O:7])[CH:35]=[CH:34][N:33]=1, predict the reactants needed to synthesize it. The reactants are: [OH:1][C:2]1[CH:30]=[CH:29][CH:28]=[CH:27][C:3]=1[CH2:4][NH:5][C:6]([NH:8][C:9]1[N:13]([C:14]2[CH:19]=[CH:18][C:17]([O:20][CH3:21])=[C:16]([CH3:22])[CH:15]=2)[N:12]=[C:11]([C:23]([CH3:26])([CH3:25])[CH3:24])[CH:10]=1)=[O:7].[Cl:31][C:32]1[N:37]=[C:36](Cl)[CH:35]=[CH:34][N:33]=1.[OH-].[Na+].CS(C)=O. (10) Given the product [F:27][C:28]1[CH:33]=[CH:32][C:31]([S:34][CH2:35][CH2:36][CH2:37][C:38]([NH:40][C:41]2[C:50]3[C:45](=[CH:46][CH:47]=[CH:48][CH:49]=3)[CH:44]=[CH:43][N:42]=2)=[O:39])=[CH:30][CH:29]=1.[C:41]1([N:40]([CH3:38])[C:13](=[O:15])[CH2:12][CH2:11][CH2:10][S:9][C:6]2[CH:5]=[CH:4][C:3]([O:2][CH3:1])=[CH:8][CH:7]=2)[C:50]2[C:45](=[CH:46][CH:47]=[CH:48][CH:49]=2)[CH:44]=[CH:43][N:42]=1, predict the reactants needed to synthesize it. The reactants are: [CH3:1][O:2][C:3]1[CH:8]=[CH:7][C:6]([S:9][CH2:10][CH2:11][CH2:12][C:13]([OH:15])=O)=[CH:5][CH:4]=1.NC1C2C(=CC=CC=2)C=CN=1.[F:27][C:28]1[CH:33]=[CH:32][C:31]([S:34][CH2:35][CH2:36][CH2:37][C:38]([NH:40][C:41]2[C:50]3[C:45](=[CH:46][CH:47]=[CH:48][CH:49]=3)[CH:44]=[CH:43][N:42]=2)=[O:39])=[CH:30][CH:29]=1.[H-].[Na+].IC.